Dataset: Forward reaction prediction with 1.9M reactions from USPTO patents (1976-2016). Task: Predict the product of the given reaction. (1) Given the reactants [C:1]([O:5][C:6](=[O:45])[CH2:7][N:8](C(OC(C)(C)C)=O)[C:9]1[CH:14]=[CH:13][CH:12]=[C:11]([CH:15]([S:29]([C:32]2[CH:37]=[CH:36][CH:35]=[CH:34][N:33]=2)(=[O:31])=[O:30])[NH:16][CH2:17][C:18]2[CH:23]=[CH:22][C:21]([C:24]3[S:25][CH:26]=[CH:27][N:28]=3)=[CH:20][CH:19]=2)[N:10]=1)(C)(C)[CH3:2].Cl.C(O)C, predict the reaction product. The product is: [CH2:1]([O:5][C:6](=[O:45])[CH2:7][NH:8][C:9]1[CH:14]=[CH:13][CH:12]=[C:11]([CH:15]([S:29]([C:32]2[CH:37]=[CH:36][CH:35]=[CH:34][N:33]=2)(=[O:30])=[O:31])[NH:16][CH2:17][C:18]2[CH:23]=[CH:22][C:21]([C:24]3[S:25][CH:26]=[CH:27][N:28]=3)=[CH:20][CH:19]=2)[N:10]=1)[CH3:2]. (2) Given the reactants C(N1C2=CC3C(=CC2=C(C2SC(Br)=CC=2)C1=O)N(CCCCCC)C(=[O:25])C=3C1SC(Br)=CC=1)CCCCC.C(C(CCCCCCCCCC)C[N:49]1[C:56](C2SC(B3OC(C)(C)C(C)(C)O3)=CC=2)=[C:55]2[C:51](=[C:52](C3SC(B4OC(C)(C)C(C)(C)O4)=CC=3)[N:53](CC(CCCCCCCC)CCCCCCCCCC)[C:54]2=[O:71])[C:50]1=O)CCCCCCC.[O-]P([O-])([O-])=O.[K+].[K+].[K+].BrC1SC=CC=1, predict the reaction product. The product is: [O:25]=[C:55]1[C:56]2[C:52]([CH:51]=[CH:50][N:49]=2)=[N:53][C:54]1=[O:71]. (3) Given the reactants C(OC([NH:8][C@H:9]1[C@H:14]([O:15][Si](C(C)(C)C)(C)C)[C@@H:13]([CH3:23])[CH2:12][N:11]([C:24]2[CH:29]=[CH:28][N:27]=[CH:26][C:25]=2[NH:30][C:31]([C:33]2[C:42]([NH:43]C(=O)OCC3C=CC=CC=3)=[CH:41][C:40]3[C:35](=[CH:36][C:37]([N:54]4[CH2:59][CH2:58][O:57][CH2:56][CH2:55]4)=[CH:38][CH:39]=3)[N:34]=2)=[O:32])[CH2:10]1)=O)(C)(C)C.[H][H], predict the reaction product. The product is: [NH2:43][C:42]1[C:33]([C:31]([NH:30][C:25]2[CH:26]=[N:27][CH:28]=[CH:29][C:24]=2[N:11]2[CH2:12][C@H:13]([CH3:23])[C@@H:14]([OH:15])[C@H:9]([NH2:8])[CH2:10]2)=[O:32])=[N:34][C:35]2[C:40]([CH:41]=1)=[CH:39][CH:38]=[C:37]([N:54]1[CH2:55][CH2:56][O:57][CH2:58][CH2:59]1)[CH:36]=2. (4) The product is: [Cl:19][C:7]1[CH:8]=[C:9]([O:13][CH2:14][CH:15]=[C:16]([Cl:18])[Cl:17])[CH:10]=[C:11]([Cl:12])[C:6]=1[O:5][CH2:4][CH2:3][CH2:2][O:28][C:20](=[O:27])[C:21]1[CH:26]=[CH:25][CH:24]=[CH:23][CH:22]=1. Given the reactants Br[CH2:2][CH2:3][CH2:4][O:5][C:6]1[C:11]([Cl:12])=[CH:10][C:9]([O:13][CH2:14][CH:15]=[C:16]([Cl:18])[Cl:17])=[CH:8][C:7]=1[Cl:19].[C:20]([OH:28])(=[O:27])[C:21]1[CH:26]=[CH:25][CH:24]=[CH:23][CH:22]=1.CN(C)C=O.C(=O)([O-])[O-].[K+].[K+], predict the reaction product. (5) Given the reactants [Br:1][C:2]1[CH:3]=[C:4]2[C:9](=[CH:10][CH:11]=1)[C:8]([O:12][S:13]([C:16]([F:19])([F:18])[F:17])(=[O:15])=[O:14])=[C:7]([C@H:20]([OH:26])[C:21]([O:23][CH2:24][CH3:25])=[O:22])[C:6]([CH3:27])=[CH:5]2.Cl(O)(=O)(=O)=O, predict the reaction product. The product is: [Br:1][C:2]1[CH:3]=[C:4]2[C:9](=[CH:10][CH:11]=1)[C:8]([O:12][S:13]([C:16]([F:18])([F:17])[F:19])(=[O:15])=[O:14])=[C:7]([C@H:20]([O:26][C:4]([CH3:9])([CH3:5])[CH3:3])[C:21]([O:23][CH2:24][CH3:25])=[O:22])[C:6]([CH3:27])=[CH:5]2. (6) Given the reactants [CH2:1]([NH:7][S:8]([CH2:11][CH2:12][CH2:13][CH2:14][CH2:15][CH2:16][CH2:17][C:18](OCC)=[O:19])(=[O:10])=[O:9])[CH2:2][CH2:3][CH2:4][CH2:5][CH3:6].[H-].C([Al+]CC(C)C)C(C)C.CO.[C@H](O)(C([O-])=O)[C@@H](O)C([O-])=O.[Na+].[K+], predict the reaction product. The product is: [CH2:1]([NH:7][S:8]([CH2:11][CH2:12][CH2:13][CH2:14][CH2:15][CH2:16][CH2:17][CH:18]=[O:19])(=[O:10])=[O:9])[CH2:2][CH2:3][CH2:4][CH2:5][CH3:6]. (7) Given the reactants [C:1]([C:3]1[C:4]([S:14][CH2:15][CH2:16][CH2:17][CH2:18][CH2:19][CH3:20])=[N:5][S:6][C:7]=1[NH:8][C:9](=[O:13])[N:10]([CH3:12])[CH3:11])#[N:2].S(=O)(=O)(O)[OH:22], predict the reaction product. The product is: [CH3:11][N:10]([CH3:12])[C:9](=[O:13])[NH:8][C:7]1[S:6][N:5]=[C:4]([S:14][CH2:15][CH2:16][CH2:17][CH2:18][CH2:19][CH3:20])[C:3]=1[C:1]([NH2:2])=[O:22]. (8) Given the reactants C(O)(C(F)(F)F)=O.[CH3:8][C:9]1[O:13][C:12]([CH:14]2[CH2:19][CH2:18][N:17](C(OC(C)(C)C)=O)[CH2:16][CH2:15]2)=[N:11][N:10]=1.C1(C)C=CC=CC=1, predict the reaction product. The product is: [CH3:8][C:9]1[O:13][C:12]([CH:14]2[CH2:19][CH2:18][NH:17][CH2:16][CH2:15]2)=[N:11][N:10]=1.